Dataset: TCR-epitope binding with 47,182 pairs between 192 epitopes and 23,139 TCRs. Task: Binary Classification. Given a T-cell receptor sequence (or CDR3 region) and an epitope sequence, predict whether binding occurs between them. (1) Result: 0 (the TCR does not bind to the epitope). The epitope is LLMPILTLT. The TCR CDR3 sequence is CASSLGWTNEQFF. (2) The epitope is FQPTNGVGY. The TCR CDR3 sequence is CASSDPWGKTQYF. Result: 1 (the TCR binds to the epitope). (3) The epitope is TPGPGVRYPL. The TCR CDR3 sequence is CASSLWDRSPETQYF. Result: 0 (the TCR does not bind to the epitope).